From a dataset of CYP2C9 inhibition data for predicting drug metabolism from PubChem BioAssay. Regression/Classification. Given a drug SMILES string, predict its absorption, distribution, metabolism, or excretion properties. Task type varies by dataset: regression for continuous measurements (e.g., permeability, clearance, half-life) or binary classification for categorical outcomes (e.g., BBB penetration, CYP inhibition). Dataset: cyp2c9_veith. (1) The drug is O=C(Oc1c(Br)cc(C(=S)N2CCOCC2)cc1Br)c1ccc(Cl)cc1. The result is 1 (inhibitor). (2) The drug is Cc1cc(Cl)ccc1OC(C)C(=O)Nc1ccc(S(=O)(=O)Nc2cnc3ccccc3n2)cc1. The result is 1 (inhibitor). (3) The molecule is COc1cc2nc(N3CCN(C(=O)[C@H]4COc5ccccc5O4)CC3)nc(N)c2cc1OC.CS(=O)(=O)O. The result is 0 (non-inhibitor). (4) The molecule is COc1ccc2sc3c(=O)[nH]c4ccccc4c3c2c1. The result is 0 (non-inhibitor). (5) The molecule is COc1ccc(C2CC(=O)c3cnc(Nc4cc(C)cc(C)c4)nc3C2)cc1. The result is 1 (inhibitor). (6) The compound is CN1CC[C@@H]2CN3CCc4cccc(c43)[C@H]2C1. The result is 0 (non-inhibitor). (7) The molecule is NCCc1c[nH]c2ccc(O)cc12. The result is 0 (non-inhibitor). (8) The drug is [N-]=[N+]=NC[C@@H]1O[C@@H](n2cnc3c(N)ncnc32)[C@@H]2O[C@H]12. The result is 0 (non-inhibitor). (9) The molecule is O=C1NC(c2cccc([N+](=O)[O-])c2)=CCN1c1ccccc1O. The result is 1 (inhibitor). (10) The compound is CC(=O)Nc1ccc(S(=O)(=O)N2CCC(N(C)CCC(C)C)CC2)cc1.Cl. The result is 0 (non-inhibitor).